This data is from Full USPTO retrosynthesis dataset with 1.9M reactions from patents (1976-2016). The task is: Predict the reactants needed to synthesize the given product. (1) Given the product [Cl:30][C:20]1[N:19]=[C:18]2[N:14]([CH:11]3[CH2:12][CH2:13][N:8]([C:38]([O:40][CH3:41])=[O:39])[CH2:9][CH2:10]3)[N:15]=[CH:16][C:17]2=[C:22]([N:23]2[CH2:28][CH2:27][O:26][CH:25]([CH3:29])[CH2:24]2)[N:21]=1, predict the reactants needed to synthesize it. The reactants are: C([N:8]1[CH2:13][CH2:12][CH:11]([N:14]2[C:18]3=[N:19][C:20]([Cl:30])=[N:21][C:22]([N:23]4[CH2:28][CH2:27][O:26][CH:25]([CH3:29])[CH2:24]4)=[C:17]3[CH:16]=[N:15]2)[CH2:10][CH2:9]1)C1C=CC=CC=1.C(=O)([O-])[O-].[K+].[K+].Cl[C:38]([O:40][CH3:41])=[O:39]. (2) Given the product [N:20]1[N:21]2[C:22]([CH2:23][O:24][CH2:25][CH2:26]2)=[CH:27][C:19]=1[NH:18][C:16]1[C:15](=[O:28])[N:14]([CH3:29])[CH:13]=[C:12]([C:11]2[CH:10]=[CH:9][N:8]=[C:7]([N:30]3[CH2:42][CH2:41][N:33]4[C:34]5[CH2:35][CH2:36][CH2:37][CH2:38][C:39]=5[CH:40]=[C:32]4[C:31]3=[O:43])[C:6]=2[CH2:5][OH:4])[CH:17]=1, predict the reactants needed to synthesize it. The reactants are: C([O:4][CH2:5][C:6]1[C:7]([N:30]2[CH2:42][CH2:41][N:33]3[C:34]4[CH2:35][CH2:36][CH2:37][CH2:38][C:39]=4[CH:40]=[C:32]3[C:31]2=[O:43])=[N:8][CH:9]=[CH:10][C:11]=1[C:12]1[CH:17]=[C:16]([NH:18][C:19]2[CH:27]=[C:22]3[CH2:23][O:24][CH2:25][CH2:26][N:21]3[N:20]=2)[C:15](=[O:28])[N:14]([CH3:29])[CH:13]=1)(=O)C.[OH-].[Li+]. (3) Given the product [CH2:8]([NH:10][CH2:6][C:2]1[S:1][CH:5]=[CH:4][N:3]=1)[CH3:9], predict the reactants needed to synthesize it. The reactants are: [S:1]1[CH:5]=[CH:4][N:3]=[C:2]1[CH:6]=O.[CH2:8]([NH2:10])[CH3:9]. (4) Given the product [F:27][CH:26]([F:28])[O:16][C:9]1[CH:10]=[C:11]([C:12]([O:14][CH3:15])=[O:13])[C:5]2[O:4][C:3]([CH2:1][CH3:2])=[CH:7][C:6]=2[CH:8]=1, predict the reactants needed to synthesize it. The reactants are: [CH2:1]([C:3]1[O:4][C:5]2[C:11]([C:12]([O:14][CH3:15])=[O:13])=[CH:10][C:9]([OH:16])=[CH:8][C:6]=2[CH:7]=1)[CH3:2].O1CCOCC1.[OH-].[Na+].Cl[CH:26]([F:28])[F:27]. (5) Given the product [NH2:11][C:8]1[CH:9]=[CH:10][C:5]2[NH:4][C:3](=[O:14])[N:2]([CH3:1])[C:6]=2[CH:7]=1, predict the reactants needed to synthesize it. The reactants are: [CH3:1][N:2]1[C:6]2[CH:7]=[C:8]([N+:11]([O-])=O)[CH:9]=[CH:10][C:5]=2[NH:4][C:3]1=[O:14].[H][H].